This data is from Full USPTO retrosynthesis dataset with 1.9M reactions from patents (1976-2016). The task is: Predict the reactants needed to synthesize the given product. (1) Given the product [CH2:11]([C:9]1[S:8][C:6]2[N:7]=[C:2]([S:28][CH:29]([CH3:33])[C:30](=[O:32])[CH3:31])[N:3]=[C:4]([N:13]3[CH2:18][CH2:17][N:16]([C:19](=[O:27])[CH2:20][C:21]4[CH:26]=[CH:25][CH:24]=[CH:23][CH:22]=4)[CH2:15][CH2:14]3)[C:5]=2[CH:10]=1)[CH3:12], predict the reactants needed to synthesize it. The reactants are: Cl[C:2]1[N:3]=[C:4]([N:13]2[CH2:18][CH2:17][N:16]([C:19](=[O:27])[CH2:20][C:21]3[CH:26]=[CH:25][CH:24]=[CH:23][CH:22]=3)[CH2:15][CH2:14]2)[C:5]2[CH:10]=[C:9]([CH2:11][CH3:12])[S:8][C:6]=2[N:7]=1.[SH:28][CH:29]([CH3:33])[C:30](=[O:32])[CH3:31]. (2) Given the product [NH:16]1[CH2:15][CH:14]([C:12]([O:11][C:7]([CH3:10])([CH3:9])[CH3:8])=[O:13])[CH2:17]1, predict the reactants needed to synthesize it. The reactants are: C(=O)([O-])[O-].[K+].[K+].[C:7]([O:11][C:12]([CH:14]1[CH2:17][N:16](C(=O)C(F)(F)F)[CH2:15]1)=[O:13])([CH3:10])([CH3:9])[CH3:8]. (3) Given the product [NH:17]1[CH:16]=[C:15]([C:2]2[S:3][CH:4]=[CH:5][N:6]=2)[CH:19]=[N:18]1, predict the reactants needed to synthesize it. The reactants are: Br[C:2]1[S:3][CH:4]=[CH:5][N:6]=1.CC1(C)C(C)(C)OB([C:15]2[CH:16]=[N:17][NH:18][CH:19]=2)O1.C(=O)([O-])[O-].[Na+].[Na+].